This data is from Full USPTO retrosynthesis dataset with 1.9M reactions from patents (1976-2016). The task is: Predict the reactants needed to synthesize the given product. (1) The reactants are: [Br:1][C:2]1[N:7]=[C:6]([C:8]([OH:10])=O)[CH:5]=[CH:4][CH:3]=1.[CH2:11]([O:13][C:14](=[O:24])[CH:15]=[CH:16][C:17]1[CH:22]=[CH:21][CH:20]=[C:19]([NH2:23])[CH:18]=1)[CH3:12]. Given the product [CH2:11]([O:13][C:14](=[O:24])[CH:15]=[CH:16][C:17]1[CH:22]=[CH:21][CH:20]=[C:19]([NH:23][C:8]([C:6]2[CH:5]=[CH:4][CH:3]=[C:2]([Br:1])[N:7]=2)=[O:10])[CH:18]=1)[CH3:12], predict the reactants needed to synthesize it. (2) Given the product [OH:1][C:2]1[C:11]2[C:6](=[CH:7][CH:8]=[CH:9][CH:10]=2)[C:5]2[O:12][CH:17]([C:19]3[CH:24]=[CH:23][C:22]([O:25][CH3:26])=[CH:21][CH:20]=3)[CH2:18][C:4]=2[C:3]=1[C:13]([O:15][CH3:16])=[O:14], predict the reactants needed to synthesize it. The reactants are: [O:1]=[C:2]1[C:11]2[C:6](=[CH:7][CH:8]=[CH:9][CH:10]=2)[C:5](=[O:12])[CH:4]=[C:3]1[C:13]([O:15][CH3:16])=[O:14].[CH:17]([C:19]1[CH:24]=[CH:23][C:22]([O:25][CH3:26])=[CH:21][CH:20]=1)=[CH2:18].C(=O)([O-])O.[Na+]. (3) Given the product [Cl:17][C:10]1[C:9]2[C:4](=[CH:5][CH:6]=[C:7]([C:18]([OH:36])([C:30]3[N:34]([CH3:35])[N:33]=[N:32][CH:31]=3)[CH:19]3[CH2:22][N:21]([C:23]([O:25][C:26]([CH3:28])([CH3:29])[CH3:27])=[O:24])[CH2:20]3)[CH:8]=2)[N:3]=[C:2]([O:38][CH3:37])[C:11]=1[CH2:12][C:13]([F:16])([F:15])[F:14], predict the reactants needed to synthesize it. The reactants are: Cl[C:2]1[C:11]([CH2:12][C:13]([F:16])([F:15])[F:14])=[C:10]([Cl:17])[C:9]2[C:4](=[CH:5][CH:6]=[C:7]([C:18]([OH:36])([C:30]3[N:34]([CH3:35])[N:33]=[N:32][CH:31]=3)[CH:19]3[CH2:22][N:21]([C:23]([O:25][C:26]([CH3:29])([CH3:28])[CH3:27])=[O:24])[CH2:20]3)[CH:8]=2)[N:3]=1.[CH3:37][O-:38].[Na+]. (4) Given the product [CH2:29]([O:28][C:5]1[CH:4]=[CH:3][C:2]2[C:16]3[C:11](=[C:12]([F:26])[C:13]([O:18][CH2:19][C:20]4[CH:25]=[CH:24][CH:23]=[CH:22][CH:21]=4)=[CH:14][CH:15]=3)[O:10][C:8](=[O:9])[C:7]=2[C:6]=1[F:27])[CH3:30], predict the reactants needed to synthesize it. The reactants are: Br[C:2]1[C:7]([C:8]([O:10][C:11]2[C:16](Br)=[CH:15][CH:14]=[C:13]([O:18][CH2:19][C:20]3[CH:25]=[CH:24][CH:23]=[CH:22][CH:21]=3)[C:12]=2[F:26])=[O:9])=[C:6]([F:27])[C:5]([O:28][CH2:29][CH3:30])=[CH:4][CH:3]=1. (5) Given the product [Cl:19][C:20]1[CH:25]=[CH:24][C:23]([C:26]2[C:35]3[C:30](=[CH:31][CH:32]=[CH:33][CH:34]=3)[C:29]([NH:36][C:37]3[CH:42]=[CH:41][C:40]([O:43][C:44]4[CH:49]=[CH:48][N:47]=[C:46](/[CH:8]=[CH:9]/[C:10]5[CH:15]=[CH:14][CH:13]=[CH:12][CH:11]=5)[N:45]=4)=[CH:39][CH:38]=3)=[N:28][N:27]=2)=[CH:22][CH:21]=1, predict the reactants needed to synthesize it. The reactants are: C(=O)([O-])[O-].[Na+].[Na+].O.[CH:8](/B(O)O)=[CH:9]\[C:10]1[CH:15]=[CH:14][CH:13]=[CH:12][CH:11]=1.[Cl:19][C:20]1[CH:25]=[CH:24][C:23]([C:26]2[C:35]3[C:30](=[CH:31][CH:32]=[CH:33][CH:34]=3)[C:29]([NH:36][C:37]3[CH:42]=[CH:41][C:40]([O:43][C:44]4[CH:49]=[CH:48][N:47]=[C:46](Cl)[N:45]=4)=[CH:39][CH:38]=3)=[N:28][N:27]=2)=[CH:22][CH:21]=1.